The task is: Regression. Given a peptide amino acid sequence and an MHC pseudo amino acid sequence, predict their binding affinity value. This is MHC class I binding data.. This data is from Peptide-MHC class I binding affinity with 185,985 pairs from IEDB/IMGT. (1) The peptide sequence is KYFDDVTAF. The MHC is HLA-B15:01 with pseudo-sequence HLA-B15:01. The binding affinity (normalized) is 0.294. (2) The peptide sequence is IPQMLDSWWTSL. The MHC is H-2-Ld with pseudo-sequence H-2-Ld. The binding affinity (normalized) is 0.868. (3) The peptide sequence is FTMRHKKATY. The MHC is HLA-B15:01 with pseudo-sequence HLA-B15:01. The binding affinity (normalized) is 0.544. (4) The peptide sequence is LIWKVNPEI. The MHC is HLA-A02:01 with pseudo-sequence HLA-A02:01. The binding affinity (normalized) is 0.440. (5) The peptide sequence is TESDAIRTL. The MHC is HLA-A68:02 with pseudo-sequence HLA-A68:02. The binding affinity (normalized) is 0.0847. (6) The peptide sequence is LTIMGVIFL. The MHC is HLA-A02:01 with pseudo-sequence HLA-A02:01. The binding affinity (normalized) is 0.408.